This data is from Catalyst prediction with 721,799 reactions and 888 catalyst types from USPTO. The task is: Predict which catalyst facilitates the given reaction. (1) Reactant: [CH3:1][CH:2]([NH2:4])[CH3:3].[CH2:5]=O.C[Si]([N:11]=[N+:12]=[N-:13])(C)C.[F:14][C:15]([F:25])([F:24])[C:16]1[CH:21]=[CH:20][C:19]([N+:22]#[C-:23])=[CH:18][CH:17]=1. Product: [F:14][C:15]([F:24])([F:25])[C:16]1[CH:17]=[CH:18][C:19]([N:22]2[C:23]([CH2:5][NH:4][CH:2]([CH3:3])[CH3:1])=[N:13][N:12]=[N:11]2)=[CH:20][CH:21]=1. The catalyst class is: 5. (2) Reactant: [Br:1][C:2]1[S:6][C:5]([S:7](Cl)(=[O:9])=[O:8])=[CH:4][CH:3]=1.[CH2:11]([NH2:14])[CH2:12][NH2:13].O. Product: [NH2:13][CH2:12][CH2:11][NH:14][S:7]([C:5]1[S:6][C:2]([Br:1])=[CH:3][CH:4]=1)(=[O:9])=[O:8]. The catalyst class is: 2. (3) Reactant: [Br:1][C:2]1[CH:3]=[C:4]([CH:8]=[CH:9][C:10]=1[CH3:11])[C:5](Cl)=[O:6].[NH2:12][C:13]([CH3:17])([CH3:16])[CH2:14][OH:15]. The catalyst class is: 2. Product: [Br:1][C:2]1[CH:3]=[C:4]([CH:8]=[CH:9][C:10]=1[CH3:11])[C:5]([NH:12][C:13]([CH3:17])([CH3:16])[CH2:14][OH:15])=[O:6]. (4) Product: [C:3]([C:11]1[CH:12]=[C:13]([CH:20]=[CH:21][CH:22]=1)[CH:14]=[CH:15][C:16]([OH:18])=[O:17])(=[O:10])[C:4]1[CH:5]=[CH:6][CH:7]=[CH:8][CH:9]=1. Reactant: [OH-].[K+].[C:3]([C:11]1[CH:12]=[C:13]([CH:20]=[CH:21][CH:22]=1)[CH:14]=[CH:15][C:16]([O:18]C)=[O:17])(=[O:10])[C:4]1[CH:9]=[CH:8][CH:7]=[CH:6][CH:5]=1. The catalyst class is: 5. (5) Reactant: [OH:1][C:2]1[CH:11]=[CH:10][C:5]([C:6]([O:8][CH3:9])=[O:7])=[CH:4][CH:3]=1.C(=O)([O-])[O-].[K+].[K+].[CH3:18][C:19]([CH3:21])=O.C(Br)C=C. Product: [CH2:21]([O:1][C:2]1[CH:3]=[CH:4][C:5]([C:6]([O:8][CH3:9])=[O:7])=[CH:10][CH:11]=1)[CH:19]=[CH2:18]. The catalyst class is: 6. (6) Reactant: Br[C:2]1[CH:7]=[C:6]([N+:8]([O-:10])=[O:9])[CH:5]=[C:4]([Cl:11])[CH:3]=1.[F:12][C:13]1[CH:19]=[C:18]([F:20])[CH:17]=[CH:16][C:14]=1[NH2:15].C1C=CC(P(C2C(C3C(P(C4C=CC=CC=4)C4C=CC=CC=4)=CC=C4C=3C=CC=C4)=C3C(C=CC=C3)=CC=2)C2C=CC=CC=2)=CC=1.CC([O-])(C)C.[Na+]. Product: [Cl:11][C:4]1[CH:3]=[C:2]([NH:15][C:14]2[CH:16]=[CH:17][C:18]([F:20])=[CH:19][C:13]=2[F:12])[CH:7]=[C:6]([N+:8]([O-:10])=[O:9])[CH:5]=1. The catalyst class is: 226. (7) Reactant: [CH2:1]([C:3]1[CH:4]=[C:5]2[C:10](=[CH:11][CH:12]=1)[NH:9][C:8]([CH3:14])([CH3:13])[CH:7]=[C:6]2[CH3:15])[CH3:2].[C:16](Cl)(=[O:18])[CH3:17]. The catalyst class is: 17. Product: [C:16]([N:9]1[C:10]2[C:5](=[CH:4][C:3]([CH2:1][CH3:2])=[CH:12][CH:11]=2)[CH:6]([CH3:15])[CH2:7][C:8]1([CH3:14])[CH3:13])(=[O:18])[CH3:17]. (8) Reactant: [C:1]([O:5][C:6](=[O:17])[NH:7][C@@H:8]([C:10]1[CH:15]=[CH:14][C:13](Br)=[CH:12][CH:11]=1)[CH3:9])([CH3:4])([CH3:3])[CH3:2].[Cl:18][C:19]1[C:24](B(O)O)=[CH:23][CH:22]=[CH:21][N:20]=1.C(=O)([O-])[O-].[Na+].[Na+]. Product: [C:1]([O:5][C:6](=[O:17])[NH:7][C@@H:8]([C:10]1[CH:15]=[CH:14][C:13]([C:24]2[C:19]([Cl:18])=[N:20][CH:21]=[CH:22][CH:23]=2)=[CH:12][CH:11]=1)[CH3:9])([CH3:4])([CH3:3])[CH3:2]. The catalyst class is: 837. (9) The catalyst class is: 8. Reactant: C(OC([N:6]1[CH2:11][CH2:10][N:9]([C:12]([CH3:15])([CH3:14])[CH3:13])[CH2:8][CH2:7]1)=O)C.[OH-].[K+]. Product: [C:12]([N:9]1[CH2:10][CH2:11][NH:6][CH2:7][CH2:8]1)([CH3:15])([CH3:14])[CH3:13]. (10) Reactant: [CH3:1][O:2][C:3]1[CH:4]=[C:5]([CH:10]=[C:11]([N+:15]([O-:17])=[O:16])[C:12]=1[NH:13][CH3:14])[C:6]([O:8]C)=[O:7].[OH-].[Li+].Cl. Product: [CH3:1][O:2][C:3]1[CH:4]=[C:5]([CH:10]=[C:11]([N+:15]([O-:17])=[O:16])[C:12]=1[NH:13][CH3:14])[C:6]([OH:8])=[O:7]. The catalyst class is: 30.